Task: Predict the product of the given reaction.. Dataset: Forward reaction prediction with 1.9M reactions from USPTO patents (1976-2016) Given the reactants Cl.[NH2:2][C:3]1[C:11]2[C:10]([C:12]3[CH:17]=[CH:16][CH:15]=[C:14]([CH3:18])[N:13]=3)=[N:9][C:8]([O:19][CH2:20][C:21]3[CH:22]=[N:23][N:24]([CH2:26][CH2:27][O:28]C4CCCCO4)[CH:25]=3)=[N:7][C:6]=2[S:5][C:4]=1[C:35]([NH2:37])=[O:36], predict the reaction product. The product is: [NH2:2][C:3]1[C:11]2[C:10]([C:12]3[CH:17]=[CH:16][CH:15]=[C:14]([CH3:18])[N:13]=3)=[N:9][C:8]([O:19][CH2:20][C:21]3[CH:22]=[N:23][N:24]([CH2:26][CH2:27][OH:28])[CH:25]=3)=[N:7][C:6]=2[S:5][C:4]=1[C:35]([NH2:37])=[O:36].